This data is from Reaction yield outcomes from USPTO patents with 853,638 reactions. The task is: Predict the reaction yield, written as a fraction of the theoretical maximum amount of product (1.0 means a 100% yield; for example, 0.34 means a 34% yield). (1) The reactants are [C:1]1([CH:7](O)[CH2:8][CH2:9][C:10]2[CH:15]=[CH:14][CH:13]=[CH:12][CH:11]=2)[CH:6]=[CH:5][CH:4]=[CH:3][CH:2]=1.CC(C)=[O:19].OS(O)(=O)=O.O=[Cr](=O)=O. The product is [C:1]1([CH2:7][C:8](=[O:19])[CH2:9][C:10]2[CH:15]=[CH:14][CH:13]=[CH:12][CH:11]=2)[CH:6]=[CH:5][CH:4]=[CH:3][CH:2]=1. The catalyst is CC(C)=O. The yield is 0.860. (2) The reactants are [OH:1][C@@:2]1([C:9]#[C:10][C:11]2[CH:12]=[C:13]([C:17]3[N:22]=[C:21]([C:23](OCC)=[O:24])[CH:20]=[C:19]([C:28]4[NH:32][N:31]=[CH:30][CH:29]=4)[N:18]=3)[CH:14]=[CH:15][CH:16]=2)[CH2:6][CH2:5][N:4]([CH3:7])[C:3]1=[O:8].[NH3:33]. No catalyst specified. The product is [OH:1][C@@:2]1([C:9]#[C:10][C:11]2[CH:12]=[C:13]([C:17]3[N:22]=[C:21]([C:23]([NH2:33])=[O:24])[CH:20]=[C:19]([C:28]4[NH:32][N:31]=[CH:30][CH:29]=4)[N:18]=3)[CH:14]=[CH:15][CH:16]=2)[CH2:6][CH2:5][N:4]([CH3:7])[C:3]1=[O:8]. The yield is 0.380. (3) The reactants are [F:1][C:2]1[CH:6]=[N:5][N:4]([CH3:7])[C:3]=1[C:8]1[CH:9]=[C:10]([NH2:16])[CH:11]=[CH:12][C:13]=1[O:14][CH3:15].[Br:17][C:18]1[CH:23]=[CH:22][C:21]([N:24]=[C:25]=[O:26])=[CH:20][CH:19]=1. No catalyst specified. The product is [Br:17][C:18]1[CH:23]=[CH:22][C:21]([NH:24][C:25]([NH:16][C:10]2[CH:11]=[CH:12][C:13]([O:14][CH3:15])=[C:8]([C:3]3[N:4]([CH3:7])[N:5]=[CH:6][C:2]=3[F:1])[CH:9]=2)=[O:26])=[CH:20][CH:19]=1. The yield is 0.600. (4) The reactants are Br[C:2]1[CH:3]=[C:4]2[C:9](=[CH:10][CH:11]=1)C=NC/[C:5]/2=[CH:12]\[NH:13][CH2:14][C:15]1[CH:20]=[CH:19][C:18]([O:21][CH:22]([F:24])[F:23])=[C:17]([OH:25])[CH:16]=1.[S:26]1[CH:30]=[CH:29][C:28](B(O)O)=[CH:27]1.C([O-])([O-])=[O:35].[Na+].[Na+].C[N:41]([CH3:44])[CH:42]=[O:43]. The catalyst is C1C=CC([P]([Pd]([P](C2C=CC=CC=2)(C2C=CC=CC=2)C2C=CC=CC=2)([P](C2C=CC=CC=2)(C2C=CC=CC=2)C2C=CC=CC=2)[P](C2C=CC=CC=2)(C2C=CC=CC=2)C2C=CC=CC=2)(C2C=CC=CC=2)C2C=CC=CC=2)=CC=1. The product is [F:23][CH:22]([F:24])[O:21][C:18]1[CH:19]=[CH:20][C:15]([CH2:14][NH:13]/[CH:12]=[C:5]2\[C:44](=[O:35])[NH:41][C:42](=[O:43])[C:3]3[C:4]\2=[CH:9][C:10]([C:28]2[CH:29]=[CH:30][S:26][CH:27]=2)=[CH:11][CH:2]=3)=[CH:16][C:17]=1[OH:25]. The yield is 0.567. (5) The reactants are [CH:1]1([C@@:4]2([CH3:28])[CH2:8][O:7][C:6](=[O:9])[N:5]2[C:10]2[CH:15]=[CH:14][N:13]=[C:12]([NH:16][C@H:17]([C:19]3[CH:26]=[CH:25][C:22]([CH:23]=O)=[C:21]([F:27])[CH:20]=3)[CH3:18])[N:11]=2)[CH2:3][CH2:2]1.[CH3:29][N:30]([CH3:37])[CH:31]1[CH2:36][CH2:35][NH:34][CH2:33][CH2:32]1.C(O)(=O)C. The catalyst is CO.O. The product is [CH:1]1([C@@:4]2([CH3:28])[CH2:8][O:7][C:6](=[O:9])[N:5]2[C:10]2[CH:15]=[CH:14][N:13]=[C:12]([NH:16][C@H:17]([C:19]3[CH:26]=[CH:25][C:22]([CH2:23][N:34]4[CH2:35][CH2:36][CH:31]([N:30]([CH3:37])[CH3:29])[CH2:32][CH2:33]4)=[C:21]([F:27])[CH:20]=3)[CH3:18])[N:11]=2)[CH2:2][CH2:3]1. The yield is 0.603.